From a dataset of Reaction yield outcomes from USPTO patents with 853,638 reactions. Predict the reaction yield, written as a fraction of the theoretical maximum amount of product (1.0 means a 100% yield; for example, 0.34 means a 34% yield). (1) The reactants are C(O)(=O)C.[N+:5]([C:8]1[CH:17]=[C:16]2[C:11]([CH2:12][CH2:13][CH2:14][C:15]2=[O:18])=[CH:10][C:9]=1[O:19][CH3:20])([O-])=O.C([O-])(O)=O.[Na+]. The catalyst is O. The product is [NH2:5][C:8]1[CH:17]=[C:16]2[C:11]([CH2:12][CH2:13][CH2:14][C:15]2=[O:18])=[CH:10][C:9]=1[O:19][CH3:20]. The yield is 0.910. (2) The reactants are C[O:2][C:3]1[CH:8]=[CH:7][C:6]([P:9](=[O:22])([C:14]2[CH:19]=[CH:18][C:17]([O:20]C)=[CH:16][CH:15]=2)[C:10]([CH3:13])([CH3:12])[CH3:11])=[CH:5][CH:4]=1.Br.[Br-].[K+].S([O-])([O-])=O.[Na+].[Na+].CBr. No catalyst specified. The product is [OH:2][C:3]1[CH:8]=[CH:7][C:6]([P:9](=[O:22])([C:14]2[CH:15]=[CH:16][C:17]([OH:20])=[CH:18][CH:19]=2)[C:10]([CH3:13])([CH3:11])[CH3:12])=[CH:5][CH:4]=1. The yield is 0.400. (3) The reactants are C([O:3][CH2:4][CH:5]([O:30]C=O)[CH2:6][NH:7][C:8](=[O:29])[C:9]1[C:14]([I:15])=[C:13]([C:16](=[O:23])[NH:17][CH2:18][CH2:19][O:20]C=O)[C:12]([I:24])=[C:11]([NH:25][CH:26]=[O:27])[C:10]=1[I:28])=O.B(O)(O)O.[OH-:37].[K+].[CH2:39]1[O:41][CH:40]1[CH2:42][CH:43]1[O:45][CH2:44]1.Cl. The catalyst is O.CO. The product is [OH:45][CH:43]([CH2:42][CH:40]([OH:41])[CH2:39][N:25]([C:11]1[C:12]([I:24])=[C:13]([C:16]([NH:17][CH2:18][CH2:19][OH:20])=[O:23])[C:14]([I:15])=[C:9]([C:10]=1[I:28])[C:8]([NH:7][CH2:6][CH:5]([OH:30])[CH2:4][OH:3])=[O:29])[CH:26]=[O:27])[CH2:44][N:25]([C:11]1[C:12]([I:24])=[C:13]([C:16]([NH:17][CH2:18][CH2:19][OH:20])=[O:23])[C:14]([I:15])=[C:9]([C:10]=1[I:28])[C:8]([NH:7][CH2:6][CH:5]([OH:30])[CH2:4][OH:3])=[O:29])[CH:26]=[O:37]. The yield is 0.120.